Dataset: Full USPTO retrosynthesis dataset with 1.9M reactions from patents (1976-2016). Task: Predict the reactants needed to synthesize the given product. (1) Given the product [F:1][C:2]1[CH:7]=[C:6]([CH3:8])[C:5]([S:9][CH2:10][C:11]([F:13])([F:14])[F:12])=[CH:4][C:3]=1[N:15]1[C:20](=[O:21])[N:19]([CH3:25])[C:18](=[O:22])[CH:17]=[N:16]1, predict the reactants needed to synthesize it. The reactants are: [F:1][C:2]1[CH:7]=[C:6]([CH3:8])[C:5]([S:9][CH2:10][C:11]([F:14])([F:13])[F:12])=[CH:4][C:3]=1[N:15]1[C:20](=[O:21])[NH:19][C:18](=[O:22])[CH:17]=[N:16]1.CI.[C:25](=O)([O-])[O-].[K+].[K+]. (2) Given the product [F:1][C:2]1[CH:3]=[CH:4][C:5]([CH2:8][C:10]2[CH:15]=[CH:14][C:13]([N+:16]([O-:18])=[O:17])=[CH:12][CH:11]=2)=[CH:6][CH:7]=1, predict the reactants needed to synthesize it. The reactants are: [F:1][C:2]1[CH:7]=[CH:6][C:5]([C:8]([C:10]2[CH:15]=[CH:14][C:13]([N+:16]([O-:18])=[O:17])=[CH:12][CH:11]=2)=O)=[CH:4][CH:3]=1.FC(F)(F)S(O)(=O)=O.C([SiH](CC)CC)C.C(=O)(O)[O-].[Na+]. (3) Given the product [Cl:1][C:2]1[N:10]=[C:9]2[C:5]([N:6]=[C:7]([CH:20]3[CH2:22][CH2:21]3)[N:8]2[CH3:11])=[C:4]([N:13]2[CH2:18][CH2:17][O:16][CH2:15][C@@H:14]2[CH3:19])[N:3]=1, predict the reactants needed to synthesize it. The reactants are: [Cl:1][C:2]1[N:10]=[C:9]2[C:5]([N:6]=[C:7](I)[N:8]2[CH3:11])=[C:4]([N:13]2[CH2:18][CH2:17][O:16][CH2:15][C@@H:14]2[CH3:19])[N:3]=1.[CH:20]1(B(O)O)[CH2:22][CH2:21]1.P([O-])([O-])([O-])=O.[K+].[K+].[K+].ClCCl. (4) Given the product [NH:13]([C:28]([O:30][CH2:31][C:32]1[CH:37]=[CH:36][CH:35]=[CH:34][CH:33]=1)=[O:29])[C@H:14]([C:18]([NH:1][C@H:2]([C:5]([OH:7])=[O:6])[CH2:3][OH:4])=[O:19])[CH:15]([CH3:17])[CH3:16], predict the reactants needed to synthesize it. The reactants are: [NH2:1][C@H:2]([C:5]([OH:7])=[O:6])[CH2:3][OH:4].C([O-])(O)=O.[Na+].[NH:13]([C:28]([O:30][CH2:31][C:32]1[CH:37]=[CH:36][CH:35]=[CH:34][CH:33]=1)=[O:29])[C@H:14]([C:18](ON1C(=O)CCC1=O)=[O:19])[CH:15]([CH3:17])[CH3:16].Cl.[Na+].[Cl-]. (5) Given the product [F:36][C:34]1[CH:33]=[CH:32][C:30]2[N:31]=[C:27]([NH:22][C:19]3[CH:20]=[CH:21][C:16]([C:13]4[S:12][C:11]([C:9]([NH:8][CH:3]([CH:2]([CH3:25])[CH3:1])[C:4]([O:6][CH2:7][CH3:38])=[O:5])=[O:10])=[N:15][CH:14]=4)=[CH:17][CH:18]=3)[S:28][C:29]=2[CH:35]=1, predict the reactants needed to synthesize it. The reactants are: [CH3:1][CH:2]([CH3:25])[CH:3]([NH:8][C:9]([C:11]1[S:12][C:13]([C:16]2[CH:21]=[CH:20][C:19]([N+:22]([O-])=O)=[CH:18][CH:17]=2)=[CH:14][N:15]=1)=[O:10])[C:4]([O:6][CH3:7])=[O:5].Cl[C:27]1[S:28][C:29]2[CH:35]=[C:34]([F:36])[CH:33]=[CH:32][C:30]=2[N:31]=1.Cl.[CH3:38]CO. (6) Given the product [CH3:1][O:2][C:3](=[O:14])[CH2:4][CH2:5][C:6]1[CH:11]=[CH:10][C:9]([O:12][C:18]2[CH:19]=[CH:20][CH:21]=[C:16]([Br:15])[CH:17]=2)=[CH:8][C:7]=1[CH3:13], predict the reactants needed to synthesize it. The reactants are: [CH3:1][O:2][C:3](=[O:14])[CH2:4][CH2:5][C:6]1[CH:11]=[CH:10][C:9]([OH:12])=[CH:8][C:7]=1[CH3:13].[Br:15][C:16]1[CH:21]=[CH:20][CH:19]=[C:18](I)[CH:17]=1.CC(C)(C(=O)CC(=O)C(C)(C)C)C.C(=O)([O-])[O-].[Cs+].[Cs+]. (7) Given the product [ClH:46].[NH2:37][C@@H:29]([CH2:30][C:31]1[CH:36]=[CH:35][N:34]=[CH:33][CH:32]=1)[C:28]([N:25]1[CH2:24][CH2:23][CH:22]([N:13]2[N:12]=[C:11]([C:5]3[CH:6]=[CH:7][C:8]([O:9][CH3:10])=[C:3]([O:2][CH3:1])[CH:4]=3)[C@@H:20]3[C@@H:15]([CH2:16][CH2:17][CH2:18][CH2:19]3)[C:14]2=[O:21])[CH2:27][CH2:26]1)=[O:45], predict the reactants needed to synthesize it. The reactants are: [CH3:1][O:2][C:3]1[CH:4]=[C:5]([C:11]2[C@@H:20]3[C@@H:15]([CH2:16][CH2:17][CH2:18][CH2:19]3)[C:14](=[O:21])[N:13]([CH:22]3[CH2:27][CH2:26][N:25]([C:28](=[O:45])[C@@H:29]([NH:37]C(=O)OC(C)(C)C)[CH2:30][C:31]4[CH:36]=[CH:35][N:34]=[CH:33][CH:32]=4)[CH2:24][CH2:23]3)[N:12]=2)[CH:6]=[CH:7][C:8]=1[O:9][CH3:10].[ClH:46]. (8) The reactants are: [C:1]1([NH2:11])[C:10]2[C:5](=[CH:6][CH:7]=[CH:8][CH:9]=2)[CH:4]=[CH:3][CH:2]=1.CCN(C(C)C)C(C)C.[CH3:21][O:22][C:23](=[O:27])[C:24](Cl)=[O:25].C(=O)(O)[O-].[Na+]. Given the product [CH3:21][O:22][C:23](=[O:27])[C:24]([NH:11][C:1]1[C:10]2[C:5](=[CH:6][CH:7]=[CH:8][CH:9]=2)[CH:4]=[CH:3][CH:2]=1)=[O:25], predict the reactants needed to synthesize it. (9) Given the product [Cl:1][C:2]1[N:6]2[N:7]=[C:8]([NH:12][CH2:13][C:14]3[CH:19]=[CH:18][CH:17]=[CH:16][N:15]=3)[CH:9]=[CH:10][C:5]2=[N:4][CH:3]=1, predict the reactants needed to synthesize it. The reactants are: [Cl:1][C:2]1[N:6]2[N:7]=[C:8](Cl)[CH:9]=[CH:10][C:5]2=[N:4][CH:3]=1.[NH2:12][CH2:13][C:14]1[CH:19]=[CH:18][CH:17]=[CH:16][N:15]=1. (10) The reactants are: Br[C:2]1[CH:3]=[CH:4][C:5]2[C:6]3[C:11](C4[C:17]=2[C:16]=1C=CC=4)=[C:10](C1C=CC=CC=1)[C:9]([C:9]1[CH:8]=[CH:7][C:6]([C:5]2[CH:17]=[CH:16][CH:2]=[CH:3][CH:4]=2)=[CH:11][CH:10]=1)=[CH:8][C:7]=3C1C=CC=CC=1.[CH:42]1[C:56]2=[C:57]3[C:49]([C:50]4[C:55]2=[CH:54][CH:53]=[CH:52][CH:51]=4)=[CH:48][CH:47]=[CH:46][C:45]3=[CH:44][CH:43]=1.[C:58]1(B(O)O)[CH:63]=[CH:62][CH:61]=[CH:60][CH:59]=1.C([O-])([O-])=O.[Na+].[Na+]. Given the product [C:5]1([C:6]2[CH:7]=[CH:8][CH:9]=[CH:10][CH:11]=2)[CH:17]=[CH:16][C:2]([C:53]2[C:54]([C:6]3[CH:11]=[CH:10][CH:9]=[CH:8][CH:7]=3)=[C:55]3[C:50](=[C:51]([C:58]4[CH:63]=[CH:62][CH:61]=[CH:60][CH:59]=4)[CH:52]=2)[C:49]2=[C:57]4[C:56]3=[CH:42][CH:43]=[CH:44][C:45]4=[C:46]([C:2]3[CH:3]=[CH:4][CH:5]=[CH:17][CH:16]=3)[CH:47]=[CH:48]2)=[CH:3][CH:4]=1, predict the reactants needed to synthesize it.